The task is: Regression. Given a peptide amino acid sequence and an MHC pseudo amino acid sequence, predict their binding affinity value. This is MHC class II binding data.. This data is from Peptide-MHC class II binding affinity with 134,281 pairs from IEDB. The peptide sequence is YDKYLANVSTVLTGK. The MHC is DRB1_0401 with pseudo-sequence DRB1_0401. The binding affinity (normalized) is 0.638.